Predict the reactants needed to synthesize the given product. From a dataset of Full USPTO retrosynthesis dataset with 1.9M reactions from patents (1976-2016). (1) Given the product [ClH:28].[CH:1]1([C:4]2[CH:8]=[C:7]([CH:9]3[CH2:11][CH2:10]3)[N:6]([C:12]3[N:17]=[CH:16][C:15]([NH:18][C:19]([C:21]4[C:22]([CH3:27])=[N:23][CH:24]=[N:25][CH:26]=4)=[O:20])=[CH:14][CH:13]=3)[N:5]=2)[CH2:2][CH2:3]1, predict the reactants needed to synthesize it. The reactants are: [CH:1]1([C:4]2[CH:8]=[C:7]([CH:9]3[CH2:11][CH2:10]3)[N:6]([C:12]3[N:17]=[CH:16][C:15]([NH:18][C:19]([C:21]4[C:22]([CH3:27])=[N:23][CH:24]=[N:25][CH:26]=4)=[O:20])=[CH:14][CH:13]=3)[N:5]=2)[CH2:3][CH2:2]1.[ClH:28]. (2) Given the product [F:1][C:2]1[C:7](=[O:8])[N:6]([CH3:9])[C:5]([CH2:10][C:11]([N:23]2[C:24]3[C:29](=[CH:28][C:27]([F:31])=[C:26]([F:32])[CH:25]=3)[CH2:30][CH:22]2[CH3:21])=[O:13])=[N:4][C:3]=1[N:14]1[CH2:19][CH2:18][O:17][CH2:16][CH2:15]1, predict the reactants needed to synthesize it. The reactants are: [F:1][C:2]1[C:7](=[O:8])[N:6]([CH3:9])[C:5]([CH2:10][C:11]([O-:13])=O)=[N:4][C:3]=1[N:14]1[CH2:19][CH2:18][O:17][CH2:16][CH2:15]1.[Na+].[CH3:21][CH:22]1[CH2:30][C:29]2[C:24](=[CH:25][C:26]([F:32])=[C:27]([F:31])[CH:28]=2)[NH:23]1. (3) Given the product [CH3:1][C:2]1[C:7]([CH2:8][C:9]([C:11]2[S:15][CH:14]=[CH:13][C:12]=2[S:16]([NH:19][C:20]2[O:24][N:23]=[C:22]([CH3:25])[C:21]=2[Cl:26])(=[O:18])=[O:17])=[O:10])=[CH:6][C:5]2[O:27][CH2:28][O:29][C:4]=2[CH:3]=1, predict the reactants needed to synthesize it. The reactants are: [CH3:1][C:2]1[CH:3]=[C:4]2[O:29][CH2:28][O:27][C:5]2=[CH:6][C:7]=1[CH2:8][C:9]([C:11]1[S:15][CH:14]=[CH:13][C:12]=1[S:16]([N-:19][C:20]1[O:24][N:23]=[C:22]([CH3:25])[C:21]=1[Cl:26])(=[O:18])=[O:17])=[O:10].[Na+].Cl.CO. (4) Given the product [C:1]([O:5][C:6](=[O:22])[NH:7][C:8]1[CH:13]=[C:12]([C:14]([F:17])([F:16])[F:15])[C:11]([CH3:18])=[CH:10][C:9]=1[NH2:19])([CH3:4])([CH3:2])[CH3:3], predict the reactants needed to synthesize it. The reactants are: [C:1]([O:5][C:6](=[O:22])[NH:7][C:8]1[CH:13]=[C:12]([C:14]([F:17])([F:16])[F:15])[C:11]([CH3:18])=[CH:10][C:9]=1[N+:19]([O-])=O)([CH3:4])([CH3:3])[CH3:2]. (5) Given the product [CH3:49][N:50]([CH3:54])[C:51]([N:22]1[CH2:21][CH2:20][CH:19]([N:14]2[CH2:13][C:12]3[C:16](=[CH:17][C:9]([NH:8][C:5]4[N:4]=[C:3]([NH:29][C:30]5[CH:35]=[CH:34][CH:33]=[CH:32][C:31]=5[S:36]([CH:39]([CH3:41])[CH3:40])(=[O:38])=[O:37])[C:2]([Cl:1])=[CH:7][N:6]=4)=[C:10]([O:25][CH:26]([CH3:28])[CH3:27])[CH:11]=3)[C:15]2=[O:18])[CH2:24][CH2:23]1)=[O:52], predict the reactants needed to synthesize it. The reactants are: [Cl:1][C:2]1[C:3]([NH:29][C:30]2[CH:35]=[CH:34][CH:33]=[CH:32][C:31]=2[S:36]([CH:39]([CH3:41])[CH3:40])(=[O:38])=[O:37])=[N:4][C:5]([NH:8][C:9]2[CH:17]=[C:16]3[C:12]([CH2:13][N:14]([CH:19]4[CH2:24][CH2:23][NH:22][CH2:21][CH2:20]4)[C:15]3=[O:18])=[CH:11][C:10]=2[O:25][CH:26]([CH3:28])[CH3:27])=[N:6][CH:7]=1.C(N(CC)CC)C.[CH3:49][N:50]([CH3:54])[C:51](Cl)=[O:52].